Dataset: Drug-target binding data from BindingDB using IC50 measurements. Task: Regression. Given a target protein amino acid sequence and a drug SMILES string, predict the binding affinity score between them. We predict pIC50 (pIC50 = -log10(IC50 in M); higher means more potent). Dataset: bindingdb_ic50. (1) The small molecule is Cn1nc(Nc2nc(N[C@H](CO)C3CCCCC3)nc3n[nH]cc23)cc1C(C)(C)C. The target protein (Q9HW02) has sequence MVKEPNGVTRTMRRIRRIHFVGIGGAGMCGIAEVLLNLGYEVSGSDLKASAVTERLEKFGAQIFIGHQAENADGADVLVVSSAINRANPEVASALERRIPVVPRAEMLAELMRYRHGIAVAGTHGKTTTTSLIASVFAAGGLDPTFVIGGRLNAAGTNAQLGASRYLVAEADESDASFLHLQPMVAVVTNIDADHMATYGGDFNKLKKTFVEFLHNLPFYGLAVMCVDDPVVREILPQIARPTVTYGLSEDADVRAINIRQEGMRTWFTVLRPEREPLDVSVNMPGLHNVLNSLATIVIATDEGISDEAIVQGLSGFQGVGRRFQVYGELQVEGGSVMLVDDYGHHPREVAAVIKAIRGGWPERRLVMVYQPHRYTRTRDLYEDFVQVLGEANVLLLMEVYPAGEEPIPGADSRQLCHSIRQRGQLDPIYFERDADLAPLVKPLLRAGDILLCQGAGDVGGLAPQLIKNPLFAGKGGKGA. The pIC50 is 8.3. (2) The drug is CCCOc1cc(O)c2c(c1)C1=CC(=O)C(=O)CC1(C)OC2=O. The target protein (Q58D13) has sequence MAVSAQLLVEELQIFGLECEEAVIEKLVELCILYGQNEEGMASELIAFCTSTRKDCFTLETLNSFEHEFLSKRVSKTRHGASKDKGLRHAGARDIVSIQELIEVEEEEETLLNSYTTPSKGSQKRTITTPETPLTKRSVSARSPHQLLSPSSFSPSATPPQKYSSRSNRGEVVTSFGSAQGVSWSGRGGASPLSLKVLGHPEPLTGSYKYMFQKLPDIREVLTCKIEELGSELKEHYKIEAFAPILVPAQEPVTLLGQIGCDSNGKLNHKSVILEGDLEHSSGAQIPVDLSELKEYSLFPGQVVVMEGINTTGRKLVATRLYEGVPLPFHQPDEEDGDSEQFMVLVACGPYTTSDSITFDPLLDLITIINRDRPDVCILFGPFLDAKHEQVESCLLTSSFEDVFKQCLRTIIEGTRSSGSHLIIVPSLRDVHHEPVYPQPPFSCSDLLREDKKRVRLVSEPCTLSINGVIFGLTSTDLLFHMGAEEISSSSGTSDRFSRI.... The pIC50 is 6.7.